The task is: Binary Classification. Given a T-cell receptor sequence (or CDR3 region) and an epitope sequence, predict whether binding occurs between them.. This data is from TCR-epitope binding with 47,182 pairs between 192 epitopes and 23,139 TCRs. (1) The epitope is SLYNTVATL. The TCR CDR3 sequence is CASSLARQGWGTQYF. Result: 0 (the TCR does not bind to the epitope). (2) The epitope is EILDITPCSF. The TCR CDR3 sequence is CSVVGRSSVAKNIQYF. Result: 1 (the TCR binds to the epitope). (3) The epitope is KMQRMLLEK. The TCR CDR3 sequence is CASSLYLAPNEKLFF. Result: 0 (the TCR does not bind to the epitope). (4) The epitope is KLPDDFTGCV. The TCR CDR3 sequence is CASSYSNSQNTEAFF. Result: 1 (the TCR binds to the epitope). (5) The TCR CDR3 sequence is CASSFGLYEQYF. Result: 0 (the TCR does not bind to the epitope). The epitope is LQPFPQPELPYPQPQ. (6) The epitope is LLMPILTLT. The TCR CDR3 sequence is CASSRLAGGMDEQFF. Result: 0 (the TCR does not bind to the epitope). (7) The epitope is MPASWVMRI. Result: 0 (the TCR does not bind to the epitope). The TCR CDR3 sequence is CSVNTGKFQYF. (8) The epitope is KLNVGDYFV. The TCR CDR3 sequence is CASIDQNTGELFF. Result: 0 (the TCR does not bind to the epitope).